This data is from Catalyst prediction with 721,799 reactions and 888 catalyst types from USPTO. The task is: Predict which catalyst facilitates the given reaction. (1) Reactant: [CH:1]1([NH:7][C:8]2[CH:15]=[CH:14][C:11]([CH2:12][OH:13])=[CH:10][C:9]=2[N+:16]([O-:18])=[O:17])[CH2:6][CH2:5][CH2:4][CH2:3][CH2:2]1.O.C[N+]1([O-])CCOCC1. Product: [CH:1]1([NH:7][C:8]2[CH:15]=[CH:14][C:11]([CH:12]=[O:13])=[CH:10][C:9]=2[N+:16]([O-:18])=[O:17])[CH2:2][CH2:3][CH2:4][CH2:5][CH2:6]1. The catalyst class is: 678. (2) Reactant: [Cl:1][C:2]1[N:10]=[C:9]([CH3:11])[CH:8]=[CH:7][C:3]=1[C:4]([OH:6])=[O:5].[CH3:12]N(C=O)C.C(Cl)(=O)C(Cl)=O. Product: [Cl:1][C:2]1[N:10]=[C:9]([CH3:11])[CH:8]=[CH:7][C:3]=1[C:4]([O:6][CH3:12])=[O:5]. The catalyst class is: 4. (3) Reactant: [Li+].[BH4-].[Si](Cl)(C)(C)C.[NH2:8][C@@H:9]([CH2:13][C:14]1[CH:19]=[C:18]([I:20])[C:17]([O:21][C:22]2[CH:27]=[CH:26][C:25]([OH:28])=[CH:24][CH:23]=2)=[C:16]([I:29])[CH:15]=1)[C:10]([OH:12])=O.[CH3:30][C:31]([O:34][C:35](O[C:35]([O:34][C:31]([CH3:33])([CH3:32])[CH3:30])=[O:36])=[O:36])([CH3:33])[CH3:32]. Product: [OH:12][CH2:10][C@@H:9]([NH:8][C:35](=[O:36])[O:34][C:31]([CH3:33])([CH3:32])[CH3:30])[CH2:13][C:14]1[CH:19]=[C:18]([I:20])[C:17]([O:21][C:22]2[CH:27]=[CH:26][C:25]([OH:28])=[CH:24][CH:23]=2)=[C:16]([I:29])[CH:15]=1. The catalyst class is: 523.